Dataset: Full USPTO retrosynthesis dataset with 1.9M reactions from patents (1976-2016). Task: Predict the reactants needed to synthesize the given product. (1) Given the product [Cl:5][C:6]1[CH:11]=[C:10]([NH:4][CH:1]([CH3:3])[CH3:2])[C:9]([N+:13]([O-:15])=[O:14])=[CH:8][N:7]=1, predict the reactants needed to synthesize it. The reactants are: [CH:1]([NH2:4])([CH3:3])[CH3:2].[Cl:5][C:6]1[CH:11]=[C:10](Cl)[C:9]([N+:13]([O-:15])=[O:14])=[CH:8][N:7]=1.C(N(CC)CC)C. (2) Given the product [C:17]([C:8]1[CH:7]=[CH:6][C:5]2[C:10](=[CH:11][CH:12]=[C:3]([O:2][CH3:1])[CH:4]=2)[CH:9]=1)(=[O:27])[CH2:18][CH2:19][CH2:20][CH2:21][CH2:22][CH2:23][CH2:24][CH2:25][CH3:26], predict the reactants needed to synthesize it. The reactants are: [CH3:1][O:2][C:3]1[CH:12]=[CH:11][C:10]2[C:5](=[CH:6][CH:7]=[CH:8][CH:9]=2)[CH:4]=1.[Cl-].[Al+3].[Cl-].[Cl-].[C:17](Cl)(=[O:27])[CH2:18][CH2:19][CH2:20][CH2:21][CH2:22][CH2:23][CH2:24][CH2:25][CH3:26].O. (3) Given the product [F:1][C:2]1[CH:23]=[C:22]2[C:5]([CH:6]([OH:24])[CH2:7][C:8]3([O:21]2)[CH2:9][CH2:10][N:11]([C:14]([O:16][C:17]([CH3:20])([CH3:19])[CH3:18])=[O:15])[CH2:12][CH2:13]3)=[CH:4][CH:3]=1, predict the reactants needed to synthesize it. The reactants are: [F:1][C:2]1[CH:23]=[C:22]2[C:5]([C:6](=[O:24])[CH2:7][C:8]3([O:21]2)[CH2:13][CH2:12][N:11]([C:14]([O:16][C:17]([CH3:20])([CH3:19])[CH3:18])=[O:15])[CH2:10][CH2:9]3)=[CH:4][CH:3]=1.[BH4-].[Na+]. (4) Given the product [Cl:1][C:2]1[CH:27]=[C:26]([O:28][CH2:29][C:30]([F:31])([F:33])[F:32])[CH:25]=[CH:24][C:3]=1[O:4][CH2:5][CH2:6][CH2:7][O:8][C:9]1[CH:18]=[C:17]2[C:12]([CH2:13][CH2:14][C:15]([CH3:35])([C:19]([OH:21])=[O:20])[O:16]2)=[CH:11][CH:10]=1, predict the reactants needed to synthesize it. The reactants are: [Cl:1][C:2]1[CH:27]=[C:26]([O:28][CH2:29][C:30]([F:33])([F:32])[F:31])[CH:25]=[CH:24][C:3]=1[O:4][CH2:5][CH2:6][CH2:7][O:8][C:9]1[CH:18]=[C:17]2[C:12]([CH2:13][CH2:14][CH:15]([C:19]([O:21]CC)=[O:20])[O:16]2)=[CH:11][CH:10]=1.I[CH3:35].